Dataset: Full USPTO retrosynthesis dataset with 1.9M reactions from patents (1976-2016). Task: Predict the reactants needed to synthesize the given product. (1) The reactants are: Br[C:2]1[CH:3]=[C:4]([CH:9]=[CH:10][C:11]=1[O:12][CH3:13])[CH2:5][N:6]([CH3:8])[CH3:7].[Li]CCCC.CN([CH:22]=[O:23])C. Given the product [CH3:7][N:6]([CH2:5][C:4]1[CH:9]=[CH:10][C:11]([O:12][CH3:13])=[C:2]([CH:3]=1)[CH:22]=[O:23])[CH3:8], predict the reactants needed to synthesize it. (2) Given the product [CH2:1]([O:3][C:4](=[O:20])[CH2:5][O:6][C:7]1[CH:12]=[CH:11][C:10]([SH:13])=[CH:9][C:8]=1[CH2:17][CH2:18][CH3:19])[CH3:2], predict the reactants needed to synthesize it. The reactants are: [CH2:1]([O:3][C:4](=[O:20])[CH2:5][O:6][C:7]1[CH:12]=[CH:11][C:10]([S:13](Cl)(=O)=O)=[CH:9][C:8]=1[CH2:17][CH2:18][CH3:19])[CH3:2].[Sn].Cl. (3) Given the product [Br:3][C:4]1[CH:12]=[CH:11][C:10]2[C:6](=[C:7]([CH3:13])[N:8]([CH2:14][CH2:15][CH3:16])[N:9]=2)[CH:5]=1, predict the reactants needed to synthesize it. The reactants are: [H-].[Na+].[Br:3][C:4]1[CH:5]=[C:6]2[C:10](=[CH:11][CH:12]=1)[NH:9][N:8]=[C:7]2[CH3:13].[CH2:14](I)[CH2:15][CH3:16].[Cl-].[NH4+]. (4) The reactants are: C(O)(C(F)(F)F)=O.[Cl:8][C:9]1[C:29]([NH:30][C:31](=[O:40])[C:32]2[CH:37]=[CH:36][CH:35]=[C:34]([C:38]#[N:39])[CH:33]=2)=[CH:28][CH:27]=[CH:26][C:10]=1[CH2:11][N:12]1[CH2:17][CH2:16][N:15](C(OC(C)(C)C)=O)[C@@H:14]([CH3:25])[CH2:13]1. Given the product [Cl:8][C:9]1[C:10]([CH2:11][N:12]2[CH2:17][CH2:16][NH:15][C@@H:14]([CH3:25])[CH2:13]2)=[CH:26][CH:27]=[CH:28][C:29]=1[NH:30][C:31](=[O:40])[C:32]1[CH:37]=[CH:36][CH:35]=[C:34]([C:38]#[N:39])[CH:33]=1, predict the reactants needed to synthesize it.